From a dataset of Forward reaction prediction with 1.9M reactions from USPTO patents (1976-2016). Predict the product of the given reaction. (1) Given the reactants [NH2:1][C:2]1[CH:3]=[C:4]([NH:9][C:10](=[O:22])[C:11]2[CH:16]=[CH:15][CH:14]=[C:13]([C:17]([C:20]#[N:21])([CH3:19])[CH3:18])[CH:12]=2)[CH:5]=[CH:6][C:7]=1[CH3:8].Br[C:24]1[CH:25]=[C:26]2[C:31](=[CH:32][CH:33]=1)[N:30]=[CH:29][N:28]([CH3:34])[C:27]2=[O:35].CC(C)([O-])C.[Na+].C1C=CC(P(C2C(C3C(P(C4C=CC=CC=4)C4C=CC=CC=4)=CC=C4C=3C=CC=C4)=C3C(C=CC=C3)=CC=2)C2C=CC=CC=2)=CC=1, predict the reaction product. The product is: [C:20]([C:17]([C:13]1[CH:12]=[C:11]([CH:16]=[CH:15][CH:14]=1)[C:10]([NH:9][C:4]1[CH:5]=[CH:6][C:7]([CH3:8])=[C:2]([NH:1][C:24]2[CH:25]=[C:26]3[C:31](=[CH:32][CH:33]=2)[N:30]=[CH:29][N:28]([CH3:34])[C:27]3=[O:35])[CH:3]=1)=[O:22])([CH3:19])[CH3:18])#[N:21]. (2) Given the reactants [CH3:1][O:2][C:3]1[CH:4]=[C:5]([NH2:15])[CH:6]=[CH:7][C:8]=1[N:9]1[CH:13]=[C:12]([CH3:14])[N:11]=[CH:10]1.Cl[C:17]1[N:22]=[C:21]([CH3:23])[CH:20]=[C:19]([N:24]2[CH2:29][CH2:28][CH2:27][CH2:26][CH2:25]2)[N:18]=1, predict the reaction product. The product is: [CH3:1][O:2][C:3]1[CH:4]=[C:5]([NH:15][C:17]2[N:22]=[C:21]([CH3:23])[CH:20]=[C:19]([N:24]3[CH2:29][CH2:28][CH2:27][CH2:26][CH2:25]3)[N:18]=2)[CH:6]=[CH:7][C:8]=1[N:9]1[CH:13]=[C:12]([CH3:14])[N:11]=[CH:10]1. (3) Given the reactants Cl[C:2]1[CH:7]=[CH:6][CH:5]=[CH:4][C:3]=1[O:8][CH3:9].P([O-])([O-])([O-])=O.[K+].[K+].[K+].O1[CH2:23][CH2:22]OCC1, predict the reaction product. The product is: [CH3:9][O:8][C:3]1[CH:4]=[CH:5][CH:6]=[CH:7][C:2]=1[C:2]1[CH:7]=[CH:6][C:22]([CH3:23])=[CH:4][CH:3]=1.